Task: Predict the reactants needed to synthesize the given product.. Dataset: Full USPTO retrosynthesis dataset with 1.9M reactions from patents (1976-2016) (1) Given the product [F:30][C:27]1[CH:28]=[CH:29][C:24]([CH2:23][N:13]2[C:14]3[C:15](=[N:16][C:17]([O:20][CH3:21])=[CH:18][CH:19]=3)[C:11]([C:9]([NH:8][C@H:3]3[CH2:4][CH2:5][CH2:6][CH2:7][C@@H:2]3[OH:1])=[O:10])=[CH:12]2)=[CH:25][CH:26]=1, predict the reactants needed to synthesize it. The reactants are: [OH:1][C@H:2]1[CH2:7][CH2:6][CH2:5][CH2:4][C@@H:3]1[NH:8][C:9]([C:11]1[C:15]2=[N:16][C:17]([O:20][CH3:21])=[CH:18][CH:19]=[C:14]2[NH:13][CH:12]=1)=[O:10].Br[CH2:23][C:24]1[CH:29]=[CH:28][C:27]([F:30])=[CH:26][CH:25]=1.C(=O)([O-])[O-].[Cs+].[Cs+]. (2) The reactants are: FC(F)(F)C1C=CC=CC=1[C:5]([NH:7][C@H:8]1[CH2:12][CH2:11][CH2:10][C@@H:9]1[NH:13][C:14]1[CH:19]=[N:18][C:17]([C:20]([F:23])([F:22])[F:21])=[CH:16][N:15]=1)=[O:6].Cl.FC(F)(F)C1N=CC(N[C@H]2CCC[C@@H]2N)=NC=1.[CH:48]1([C:51]2[C:52](C(O)=O)=[N:53][CH:54]=[CH:55][CH:56]=2)[CH2:50][CH2:49]1. Given the product [CH:48]1([C:51]2[C:52]([C:5]([NH:7][C@H:8]3[CH2:12][CH2:11][CH2:10][C@@H:9]3[NH:13][C:14]3[CH:19]=[N:18][C:17]([C:20]([F:23])([F:22])[F:21])=[CH:16][N:15]=3)=[O:6])=[N:53][CH:54]=[CH:55][CH:56]=2)[CH2:50][CH2:49]1, predict the reactants needed to synthesize it. (3) Given the product [C:1]([C:5]1[N:6]=[C:7]([Cl:37])[C:8]2[N:13]=[N:12][N:11]([CH2:14][C:15]3[CH:20]=[CH:19][C:18]([O:21][CH3:22])=[CH:17][CH:16]=3)[C:9]=2[N:10]=1)([CH3:4])([CH3:3])[CH3:2], predict the reactants needed to synthesize it. The reactants are: [C:1]([C:5]1[NH:10][C:9]2[N:11]([CH2:14][C:15]3[CH:20]=[CH:19][C:18]([O:21][CH3:22])=[CH:17][CH:16]=3)[N:12]=[N:13][C:8]=2[C:7](=O)[N:6]=1)([CH3:4])([CH3:3])[CH3:2].C(N(CC)C1C=CC=CC=1)C.O=P(Cl)(Cl)[Cl:37]. (4) Given the product [C:32]([N:13]1[CH2:14][CH2:15][CH:10]([NH:9][C:7](=[O:8])[C:6]2[CH:16]=[CH:17][CH:18]=[CH:19][C:5]=2[O:4][C:3]2[CH:20]=[CH:21][C:22]([Cl:24])=[CH:23][C:2]=2[Cl:1])[CH2:11][CH2:12]1)(=[O:34])[CH3:33], predict the reactants needed to synthesize it. The reactants are: [Cl:1][C:2]1[CH:23]=[C:22]([Cl:24])[CH:21]=[CH:20][C:3]=1[O:4][C:5]1[CH:19]=[CH:18][CH:17]=[CH:16][C:6]=1[C:7]([NH:9][CH:10]1[CH2:15][CH2:14][NH:13][CH2:12][CH2:11]1)=[O:8].C(N(CC)CC)C.[C:32](Cl)(=[O:34])[CH3:33].